This data is from Peptide-MHC class I binding affinity with 185,985 pairs from IEDB/IMGT. The task is: Regression. Given a peptide amino acid sequence and an MHC pseudo amino acid sequence, predict their binding affinity value. This is MHC class I binding data. The peptide sequence is KLITQPLPA. The MHC is HLA-B51:01 with pseudo-sequence HLA-B51:01. The binding affinity (normalized) is 0.0847.